This data is from Full USPTO retrosynthesis dataset with 1.9M reactions from patents (1976-2016). The task is: Predict the reactants needed to synthesize the given product. (1) Given the product [C:1]([C:4]1[O:5][C:6]2[CH:12]=[C:11]([C:13]([OH:15])=[O:14])[CH:10]=[CH:9][C:7]=2[CH:8]=1)(=[O:3])[CH3:2], predict the reactants needed to synthesize it. The reactants are: [C:1]([C:4]1[O:5][C:6]2[CH:12]=[C:11]([C:13]([O:15]C)=[O:14])[CH:10]=[CH:9][C:7]=2[CH:8]=1)(=[O:3])[CH3:2].[OH-].[Na+]. (2) Given the product [CH:1]1[C:14]2[C:5](=[N:6][C:7]3[C:12]([C:13]=2[NH:15][C:16]2[CH:22]=[C:21]([CH2:23][OH:24])[CH:20]=[C:18]([N:19]=[CH:25][CH3:26])[CH:17]=2)=[CH:11][CH:10]=[CH:9][CH:8]=3)[CH:4]=[CH:3][CH:2]=1, predict the reactants needed to synthesize it. The reactants are: [CH:1]1[C:14]2[C:5](=[N:6][C:7]3[C:12]([C:13]=2[NH:15][C:16]2[CH:17]=[C:18]([CH:20]=[C:21]([CH2:23][OH:24])[CH:22]=2)[NH2:19])=[CH:11][CH:10]=[CH:9][CH:8]=3)[CH:4]=[CH:3][CH:2]=1.[CH:25](=O)[CH3:26]. (3) Given the product [C:11]([N:36]1[C:37]([C:39]([O:41][CH3:42])=[O:40])=[CH:38][C:34]([C:32]([O:31][CH3:30])=[O:33])=[N:35]1)([C:12]1[CH:17]=[CH:16][CH:15]=[CH:14][CH:13]=1)([C:24]1[CH:25]=[CH:26][CH:27]=[CH:28][CH:29]=1)[C:18]1[CH:19]=[CH:20][CH:21]=[CH:22][CH:23]=1, predict the reactants needed to synthesize it. The reactants are: C(OC(C1C=NN([C:11]([C:24]2[CH:29]=[CH:28][CH:27]=[CH:26][CH:25]=2)([C:18]2[CH:23]=[CH:22][CH:21]=[CH:20][CH:19]=2)[C:12]2[CH:17]=[CH:16][CH:15]=[CH:14][CH:13]=2)C=1)=O)C.[CH3:30][O:31][C:32]([C:34]1[CH:38]=[C:37]([C:39]([O:41][CH3:42])=[O:40])[NH:36][N:35]=1)=[O:33].[H-].[Na+].C(Cl)(C1C=CC=CC=1)(C1C=CC=CC=1)C1C=CC=CC=1. (4) Given the product [OH:23][C@@H:14]([C@@H:4]([CH2:5][CH2:6][CH2:7][C:8]1[CH:9]=[CH:10][CH:11]=[CH:12][CH:13]=1)[C:3]([OH:24])=[O:2])[C:15]([N:17]1[CH2:22][CH2:21][O:20][CH2:19][CH2:18]1)=[O:16], predict the reactants needed to synthesize it. The reactants are: C[O:2][C:3](=[O:24])[C@@H:4]([C@H:14]([OH:23])[C:15]([N:17]1[CH2:22][CH2:21][O:20][CH2:19][CH2:18]1)=[O:16])[CH2:5][CH2:6][CH2:7][C:8]1[CH:13]=[CH:12][CH:11]=[CH:10][CH:9]=1.O[Li].O. (5) Given the product [C:1]([O:5][C:6](=[O:25])[N:7]([CH2:9][C:10]1[CH:14]=[C:13]([C:28]2[CH:29]=[CH:30][C:31]([CH3:33])=[CH:32][C:27]=2[CH3:26])[N:12]([S:16]([C:19]2[CH:20]=[N:21][CH:22]=[CH:23][CH:24]=2)(=[O:18])=[O:17])[CH:11]=1)[CH3:8])([CH3:4])([CH3:3])[CH3:2], predict the reactants needed to synthesize it. The reactants are: [C:1]([O:5][C:6](=[O:25])[N:7]([CH2:9][C:10]1[CH:14]=[C:13](Br)[N:12]([S:16]([C:19]2[CH:20]=[N:21][CH:22]=[CH:23][CH:24]=2)(=[O:18])=[O:17])[CH:11]=1)[CH3:8])([CH3:4])([CH3:3])[CH3:2].[CH3:26][C:27]1[CH:32]=[C:31]([CH3:33])[CH:30]=[CH:29][C:28]=1B(O)O.C(=O)([O-])[O-].[Na+].[Na+]. (6) Given the product [OH:20]/[N:19]=[C:9](\[NH2:10])/[CH:8]([C:5]1[CH:4]=[CH:3][C:2]([CH3:1])=[CH:7][CH:6]=1)[O:11][CH:12]1[CH2:17][CH2:16][CH2:15][CH2:14][O:13]1, predict the reactants needed to synthesize it. The reactants are: [CH3:1][C:2]1[CH:7]=[CH:6][C:5]([CH:8]([O:11][CH:12]2[CH2:17][CH2:16][CH2:15][CH2:14][O:13]2)[C:9]#[N:10])=[CH:4][CH:3]=1.Cl.[NH2:19][OH:20].C(=O)([O-])[O-].[Na+].[Na+]. (7) Given the product [CH3:33][C@H:34]([O:38][C:6]1[N:14]=[C:13]2[C:9]([N:10]=[C:11]([O:23][CH3:24])[N:12]2[CH2:15][CH2:16][C@H:17]2[CH2:18][CH2:19][O:20][CH2:21]2)=[C:8]([NH2:25])[N:7]=1)[CH2:35][CH2:36][CH3:37], predict the reactants needed to synthesize it. The reactants are: C(N[C:6]1[N:14]=[C:13]2[C:9]([N:10]=[C:11]([O:23][CH3:24])[N:12]2[CH2:15][CH2:16][CH2:17][CH:18]2C[CH2:21][O:20][CH2:19]2)=[C:8]([NH2:25])[N:7]=1)CCC.FC(F)(F)C(O)=O.[CH3:33][C@H:34]([O:38]C1NC(N)=C2C(N=1)=NC(OC)=N2)[CH2:35][CH2:36][CH3:37].BrCC[C@H]1CCOC1. (8) Given the product [Cl:6][C:7]1[CH:12]=[C:11]([O:13][C@@H:14]2[CH2:19][CH2:18][CH2:17][CH2:16][C@@H:15]2[O:20][Si:22]([CH3:25])([CH3:24])[CH3:23])[N:10]=[CH:9][N:8]=1, predict the reactants needed to synthesize it. The reactants are: O1CCCC1.[Cl:6][C:7]1[CH:12]=[C:11]([O:13][C@@H:14]2[CH2:19][CH2:18][CH2:17][CH2:16][C@@H:15]2[OH:20])[N:10]=[CH:9][N:8]=1.Cl[Si:22]([CH3:25])([CH3:24])[CH3:23].[Cl-].[NH4+]. (9) Given the product [F:28][C:27]1[CH:26]=[CH:25][C:24]([C:2]2[CH:3]=[N:4][C:5]([NH:8][CH2:9][C:10]([C:13]3[CH:18]=[CH:17][C:16]([F:19])=[CH:15][CH:14]=3)([CH3:12])[CH3:11])=[N:6][CH:7]=2)=[CH:23][C:22]=1[C:20]#[N:21], predict the reactants needed to synthesize it. The reactants are: Br[C:2]1[CH:3]=[N:4][C:5]([NH:8][CH2:9][C:10]([C:13]2[CH:18]=[CH:17][C:16]([F:19])=[CH:15][CH:14]=2)([CH3:12])[CH3:11])=[N:6][CH:7]=1.[C:20]([C:22]1[CH:23]=[C:24](B(O)O)[CH:25]=[CH:26][C:27]=1[F:28])#[N:21].C(=O)([O-])[O-].[K+].[K+]. (10) Given the product [NH2:8][C:7]1[C:2]2[N:3]([C:14]([CH3:15])=[C:13]([C:12]([O:11][CH2:9][CH3:10])=[O:18])[N:1]=2)[CH:4]=[CH:5][CH:6]=1, predict the reactants needed to synthesize it. The reactants are: [NH2:1][C:2]1[C:7]([NH2:8])=[CH:6][CH:5]=[CH:4][N:3]=1.[CH2:9]([O:11][C:12](=[O:18])[C:13](=O)[CH:14](Br)[CH3:15])[CH3:10].C(=O)([O-])[O-].[Na+].[Na+].